This data is from Peptide-MHC class I binding affinity with 185,985 pairs from IEDB/IMGT. The task is: Regression. Given a peptide amino acid sequence and an MHC pseudo amino acid sequence, predict their binding affinity value. This is MHC class I binding data. (1) The MHC is HLA-A80:01 with pseudo-sequence HLA-A80:01. The peptide sequence is FPRYPLNVL. The binding affinity (normalized) is 0.0847. (2) The peptide sequence is QFKSVEFDM. The MHC is H-2-Db with pseudo-sequence H-2-Db. The binding affinity (normalized) is 0. (3) The peptide sequence is GYLNACGHF. The MHC is HLA-A30:01 with pseudo-sequence HLA-A30:01. The binding affinity (normalized) is 0.0847. (4) The peptide sequence is GIPHPAGLK. The MHC is HLA-B53:01 with pseudo-sequence HLA-B53:01. The binding affinity (normalized) is 0. (5) The peptide sequence is APRTLVYLL. The MHC is HLA-B38:01 with pseudo-sequence HLA-B38:01. The binding affinity (normalized) is 0. (6) The peptide sequence is WTDLFDNKV. The MHC is HLA-A02:01 with pseudo-sequence HLA-A02:01. The binding affinity (normalized) is 0.0847. (7) The peptide sequence is GMIPFFDFA. The MHC is HLA-B39:01 with pseudo-sequence HLA-B39:01. The binding affinity (normalized) is 0.0847. (8) The peptide sequence is KTTLFHTFK. The MHC is HLA-A31:01 with pseudo-sequence HLA-A31:01. The binding affinity (normalized) is 0.742. (9) The peptide sequence is IHSRIGQPG. The MHC is Mamu-A20102 with pseudo-sequence Mamu-A20102. The binding affinity (normalized) is 0.437. (10) The peptide sequence is IINAHRIPK. The MHC is HLA-B18:01 with pseudo-sequence HLA-B18:01. The binding affinity (normalized) is 0.0847.